From a dataset of Full USPTO retrosynthesis dataset with 1.9M reactions from patents (1976-2016). Predict the reactants needed to synthesize the given product. The reactants are: C(OC(=NC(C)C)NC(C)C)(C)(C)C.[C:15]([O:18][C@H:19]([C@@H:23]([O:40][C:41](=[O:43])[CH3:42])[C:24](N(CC(Cl)C)CC1C=CC(OC)=CC=1)=[O:25])[C:20](O)=[O:21])(=[O:17])[CH3:16]. Given the product [C:15]([O:18][CH:19]([CH:23]([O:40][C:41](=[O:43])[CH3:42])[CH:24]=[O:25])[CH:20]=[O:21])(=[O:17])[CH3:16], predict the reactants needed to synthesize it.